Dataset: Full USPTO retrosynthesis dataset with 1.9M reactions from patents (1976-2016). Task: Predict the reactants needed to synthesize the given product. Given the product [C:38]1([C:41]2[CH:42]=[CH:43][CH:44]=[CH:45][CH:46]=2)[CH:37]=[CH:36][C:35]([N:28]([C:25]2[CH:26]=[CH:27][C:22]([C:47]3[CH:52]=[CH:51][CH:50]=[CH:49][CH:48]=3)=[CH:23][CH:24]=2)[C:29]2[CH:34]=[CH:33][C:32]([C:8]3([C:3]4[CH:4]=[CH:5][CH:6]=[CH:7][C:2]=4[Br:1])[C:20]4[CH:19]=[CH:18][CH:17]=[CH:16][C:15]=4[C:14]4[C:9]3=[CH:10][CH:11]=[CH:12][CH:13]=4)=[CH:31][CH:30]=2)=[CH:40][CH:39]=1, predict the reactants needed to synthesize it. The reactants are: [Br:1][C:2]1[CH:7]=[CH:6][CH:5]=[CH:4][C:3]=1[C:8]1(O)[C:20]2[CH:19]=[CH:18][CH:17]=[CH:16][C:15]=2[C:14]2[C:9]1=[CH:10][CH:11]=[CH:12][CH:13]=2.[C:22]1([C:47]2[CH:52]=[CH:51][CH:50]=[CH:49][CH:48]=2)[CH:27]=[CH:26][C:25]([N:28]([C:35]2[CH:40]=[CH:39][C:38]([C:41]3[CH:46]=[CH:45][CH:44]=[CH:43][CH:42]=3)=[CH:37][CH:36]=2)[C:29]2[CH:34]=[CH:33][CH:32]=[CH:31][CH:30]=2)=[CH:24][CH:23]=1.FC(F)(F)S(O)(=O)=O.O1CCOCC1.